From a dataset of Forward reaction prediction with 1.9M reactions from USPTO patents (1976-2016). Predict the product of the given reaction. (1) Given the reactants [F:1][C:2]([F:18])([C:9]([F:17])([F:16])[C:10]([F:15])([F:14])[CH:11]([F:13])[F:12])[CH2:3][CH:4]([C:7]#[N:8])[C:5]#[N:6].Br[CH2:20][CH2:21][CH:22]([Br:24])[CH3:23].C(=O)([O-])[O-].[K+].[K+].Cl, predict the reaction product. The product is: [Br:24][CH:22]([CH3:23])[CH2:21][CH2:20][C:4]([CH2:3][C:2]([F:18])([F:1])[C:9]([F:16])([F:17])[C:10]([F:14])([F:15])[CH:11]([F:13])[F:12])([C:7]#[N:8])[C:5]#[N:6]. (2) The product is: [ClH:8].[NH2:9][CH2:10][C:11](=[O:17])[CH2:12][CH2:13][C:14]([O:7][CH:3]([CH2:4][CH2:5][CH3:6])[CH2:2][CH3:1])=[O:15]. Given the reactants [CH3:1][CH2:2][CH:3]([OH:7])[CH2:4][CH2:5][CH3:6].[ClH:8].[NH2:9][CH2:10][C:11](=[O:17])[CH2:12][CH2:13][C:14](O)=[O:15], predict the reaction product. (3) The product is: [ClH:26].[F:25][C:2]([F:1])([F:24])[C:3]1[N:4]=[CH:5][C:6]([NH:9][C@@H:10]2[CH2:15][C@@H:14]3[NH:16][C@H:11]2[CH2:12][CH2:13]3)=[N:7][CH:8]=1. Given the reactants [F:1][C:2]([F:25])([F:24])[C:3]1[N:4]=[CH:5][C:6]([NH:9][C@@H:10]2[CH2:15][C@@H:14]3[N:16](C(OC(C)(C)C)=O)[C@H:11]2[CH2:12][CH2:13]3)=[N:7][CH:8]=1.[ClH:26], predict the reaction product. (4) Given the reactants [O:1]1CCO[CH:2]1[C:6]1[CH:11]=[CH:10][C:9]([C:12]2(O)[CH2:17][CH2:16][CH2:15][CH2:14][CH2:13]2)=[CH:8][CH:7]=1.C1(C)C=CC(S(O)(=O)=O)=CC=1.C(OCC)(=O)C.C(=O)([O-])O.[Na+], predict the reaction product. The product is: [C:12]1([C:9]2[CH:8]=[CH:7][C:6]([CH:2]=[O:1])=[CH:11][CH:10]=2)[CH2:17][CH2:16][CH2:15][CH2:14][CH:13]=1. (5) Given the reactants [Cl:1][C:2]1[CH:7]=[CH:6][CH:5]=[CH:4][C:3]=1[N:8]1[C:16]2[NH:15][CH2:14][CH2:13][CH2:12][C:11]=2[CH:10]=[C:9]1[C:17]1[CH:22]=[CH:21][C:20]([O:23][CH3:24])=[CH:19][CH:18]=1.[Cl:25][C:26]1[CH:27]=[C:28]([CH:32]=[CH:33][CH:34]=1)[C:29](Cl)=[O:30], predict the reaction product. The product is: [Cl:25][C:26]1[CH:27]=[C:28]([CH:32]=[CH:33][CH:34]=1)[C:29]([CH:13]1[CH2:12][C:11]2[CH:10]=[C:9]([C:17]3[CH:18]=[CH:19][C:20]([O:23][CH3:24])=[CH:21][CH:22]=3)[N:8]([C:3]3[CH:4]=[CH:5][CH:6]=[CH:7][C:2]=3[Cl:1])[C:16]=2[NH:15][CH2:14]1)=[O:30]. (6) Given the reactants Br[C:2]1[CH:3]=[N:4][CH:5]=[CH:6][CH:7]=1.O.[C:9]([N:16]1[CH2:21][CH:20]=[C:19](B2OC(C)(C)C(C)(C)O2)[CH2:18][CH2:17]1)([O:11][C:12]([CH3:15])([CH3:14])[CH3:13])=[O:10].C(=O)([O-])[O-].[Na+].[Na+], predict the reaction product. The product is: [N:4]1[CH:5]=[CH:6][CH:7]=[C:2]([C:19]2[CH2:20][CH2:21][N:16]([C:9]([O:11][C:12]([CH3:15])([CH3:14])[CH3:13])=[O:10])[CH2:17][CH:18]=2)[CH:3]=1.